Dataset: Reaction yield outcomes from USPTO patents with 853,638 reactions. Task: Predict the reaction yield, written as a fraction of the theoretical maximum amount of product (1.0 means a 100% yield; for example, 0.34 means a 34% yield). (1) The reactants are [F:1][C:2]([Si](C)(C)C)([F:4])[F:3].[Br:9][C:10]1[CH:15]=[CH:14][C:13](/[CH:16]=[N:17]\[S@@:18]([C:20]([CH3:23])([CH3:22])[CH3:21])=[O:19])=[CH:12][CH:11]=1. The catalyst is C([O-])(=O)C.C([N+](CCCC)(CCCC)CCCC)CCC.CN(C=O)C. The product is [Br:9][C:10]1[CH:11]=[CH:12][C:13]([C@H:16]([NH:17][S@@:18]([C:20]([CH3:23])([CH3:22])[CH3:21])=[O:19])[C:2]([F:4])([F:3])[F:1])=[CH:14][CH:15]=1. The yield is 0.760. (2) The reactants are [OH:1][C:2]1[N:3]=[CH:4][C:5]2[C:10]([CH:11]=1)=[CH:9][CH:8]=[CH:7][CH:6]=2.[Br:12][C:13]1[C:14]([O:23][CH3:24])=[C:15]([O:21][CH3:22])[CH:16]=[C:17]([CH:20]=1)[CH:18]=O.[C:25](#[N:29])[CH2:26][C:27]#[N:28].C1N2CCN(CC2)C1. The yield is 0.700. The product is [NH2:29][C:25]1[O:1][C:2]2[N:3]=[CH:4][C:5]3[C:10]([C:11]=2[CH:18]([C:17]2[CH:16]=[C:15]([O:21][CH3:22])[C:14]([O:23][CH3:24])=[C:13]([Br:12])[CH:20]=2)[C:26]=1[C:27]#[N:28])=[CH:9][CH:8]=[CH:7][CH:6]=3. The catalyst is C(O)C.O. (3) The reactants are [CH3:1][C:2]1[CH:7]=[CH:6][C:5]([CH3:8])=[CH:4][C:3]=1[OH:9].[C:10]([O:13]CC)(=[O:12])C.CCC[CH2:19][CH2:20][CH3:21]. No catalyst specified. The product is [CH3:1][C:2]1[CH:7]=[CH:6][C:5]([CH3:8])=[CH:4][C:3]=1[O:9][C:20]([CH3:19])([CH3:21])[C:10]([OH:13])=[O:12]. The yield is 0.570. (4) The reactants are Br[C:2]1[S:3][C:4]([CH:7]=[C:8]([CH3:10])[CH3:9])=[CH:5][CH:6]=1.[Cu](C#N)[C:12]#[N:13].N. The catalyst is CN(C)C=O. The product is [CH3:9][C:8]([CH3:10])=[CH:7][C:4]1[S:3][C:2]([C:12]#[N:13])=[CH:6][CH:5]=1. The yield is 0.340. (5) The reactants are [CH:1]1([C:11]([O:13]C)=[O:12])[CH2:6][CH2:5][CH:4]([C:7]([O:9][CH3:10])=[O:8])[CH2:3][CH2:2]1.[OH-].[Ba+2].[OH-]. The catalyst is CO.O. The product is [CH3:10][O:9][C:7]([CH:4]1[CH2:5][CH2:6][CH:1]([C:11]([OH:13])=[O:12])[CH2:2][CH2:3]1)=[O:8]. The yield is 0.430. (6) The reactants are [CH3:13][C:12]([O:11][C:9](O[C:9]([O:11][C:12]([CH3:15])([CH3:14])[CH3:13])=[O:10])=[O:10])([CH3:15])[CH3:14].[NH2:16][CH2:17][C:18]1[CH:23]=[CH:22][C:21]([C:24]2[CH:29]=[CH:28][CH:27]=[CH:26][C:25]=2[O:30][CH2:31][CH3:32])=[C:20]([NH2:33])[CH:19]=1. The catalyst is O1CCOCC1. The product is [C:12]([O:11][C:9](=[O:10])[NH:16][CH2:17][C:18]1[CH:23]=[CH:22][C:21]([C:24]2[CH:29]=[CH:28][CH:27]=[CH:26][C:25]=2[O:30][CH2:31][CH3:32])=[C:20]([NH2:33])[CH:19]=1)([CH3:13])([CH3:14])[CH3:15]. The yield is 0.310. (7) The reactants are [CH:1]1([CH2:7][O:8][CH:9]=[CH:10][C:11]([O:13][C:14]([CH3:17])([CH3:16])[CH3:15])=[O:12])[CH2:6][CH2:5][CH2:4][CH2:3][CH2:2]1. The catalyst is CCOC(C)=O.[Pd]. The product is [CH:1]1([CH2:7][O:8][CH2:9][CH2:10][C:11]([O:13][C:14]([CH3:17])([CH3:16])[CH3:15])=[O:12])[CH2:6][CH2:5][CH2:4][CH2:3][CH2:2]1. The yield is 0.840. (8) The reactants are [N+:1]([C:4]1[CH:15]=[CH:14][C:7]2[C:8](=[O:13])[NH:9][S:10](=[O:12])(=[O:11])[C:6]=2[CH:5]=1)([O-])=O. The catalyst is C(O)C.CN(C)C=O.[Pt](=O)=O. The product is [NH2:1][C:4]1[CH:15]=[CH:14][C:7]2[C:8](=[O:13])[NH:9][S:10](=[O:12])(=[O:11])[C:6]=2[CH:5]=1. The yield is 0.806. (9) The reactants are [C:1]([N:8]1[CH2:13][CH2:12][N:11]([C:14]2[CH:19]=[CH:18][CH:17]=[CH:16][C:15]=2[NH2:20])[CH2:10][CH2:9]1)([O:3][C:4]([CH3:7])([CH3:6])[CH3:5])=[O:2].[CH:21]([N:24]=[C:25]=[O:26])([CH3:23])[CH3:22]. The catalyst is C1COCC1. The product is [C:1]([N:8]1[CH2:13][CH2:12][N:11]([C:14]2[CH:19]=[CH:18][CH:17]=[CH:16][C:15]=2[NH:20][C:25]([NH:24][CH:21]([CH3:23])[CH3:22])=[O:26])[CH2:10][CH2:9]1)([O:3][C:4]([CH3:7])([CH3:6])[CH3:5])=[O:2]. The yield is 0.660. (10) The reactants are [Se](=O)=O.[F:4][C:5]1([F:35])[CH2:10][CH2:9][CH:8]([CH2:11][C:12]2[N:16]3[C:17]([CH3:30])=[CH:18][C:19]([C:21]([NH:23][CH:24]4[CH2:29][CH2:28][O:27][CH2:26][CH2:25]4)=[O:22])=[CH:20][C:15]3=[N:14][C:13]=2[C:31]([F:34])([F:33])[F:32])[CH2:7][CH2:6]1.C(=O)([O-])[OH:37].[Na+]. The catalyst is O1CCOCC1. The product is [F:35][C:5]1([F:4])[CH2:10][CH2:9][CH:8]([CH2:11][C:12]2[N:16]3[C:17]([CH2:30][OH:37])=[CH:18][C:19]([C:21]([NH:23][CH:24]4[CH2:29][CH2:28][O:27][CH2:26][CH2:25]4)=[O:22])=[CH:20][C:15]3=[N:14][C:13]=2[C:31]([F:33])([F:32])[F:34])[CH2:7][CH2:6]1. The yield is 0.210.